The task is: Predict the product of the given reaction.. This data is from Forward reaction prediction with 1.9M reactions from USPTO patents (1976-2016). (1) Given the reactants Cl[C:2]1[N:7]=[C:6]([S:8][CH3:9])[C:5]([F:10])=[CH:4][N:3]=1.[Cl:11][C:12]1[CH:13]=[C:14]2[C:20](B3OC(C)(C)C(C)(C)O3)=[N:19][N:18]([C:30]([C:43]3[CH:48]=[CH:47][CH:46]=[CH:45][CH:44]=3)([C:37]3[CH:42]=[CH:41][CH:40]=[CH:39][CH:38]=3)[C:31]3[CH:36]=[CH:35][CH:34]=[CH:33][CH:32]=3)[C:15]2=[N:16][CH:17]=1.[O-]P([O-])([O-])=O.[K+].[K+].[K+].CC(C1C=C(C(C)C)C(C2C=CC=CC=2P(C2CCCCC2)C2CCCCC2)=C(C(C)C)C=1)C, predict the reaction product. The product is: [Cl:11][C:12]1[CH:13]=[C:14]2[C:20]([C:2]3[N:7]=[C:6]([S:8][CH3:9])[C:5]([F:10])=[CH:4][N:3]=3)=[N:19][N:18]([C:30]([C:31]3[CH:32]=[CH:33][CH:34]=[CH:35][CH:36]=3)([C:37]3[CH:38]=[CH:39][CH:40]=[CH:41][CH:42]=3)[C:43]3[CH:48]=[CH:47][CH:46]=[CH:45][CH:44]=3)[C:15]2=[N:16][CH:17]=1. (2) Given the reactants [CH2:1]([C:3]1[C:12]([CH3:13])=[C:11]([O:14]C)[CH:10]=[CH:9][C:4]=1[C:5]([O:7][CH3:8])=[O:6])[CH3:2].B(Br)(Br)Br, predict the reaction product. The product is: [CH2:1]([C:3]1[C:12]([CH3:13])=[C:11]([OH:14])[CH:10]=[CH:9][C:4]=1[C:5]([O:7][CH3:8])=[O:6])[CH3:2]. (3) The product is: [Cl:1][C:2]1[CH:7]=[CH:6][CH:5]=[CH:4][C:3]=1[CH:8]([N:20]([C:21]1[CH:26]=[CH:25][CH:24]=[C:23]([F:27])[CH:22]=1)[C:29](=[O:36])[CH2:30][NH:31][C:32](=[O:35])[O:33][CH3:34])[C:9]([NH:11][CH:12]1[CH2:17][CH2:16][CH2:15][C:14]([F:19])([F:18])[CH2:13]1)=[O:10]. Given the reactants [Cl:1][C:2]1[CH:7]=[CH:6][CH:5]=[CH:4][C:3]=1[CH:8]([NH:20][C:21]1[CH:26]=[CH:25][CH:24]=[C:23]([F:27])[CH:22]=1)[C:9]([NH:11][CH:12]1[CH2:17][CH2:16][CH2:15][C:14]([F:19])([F:18])[CH2:13]1)=[O:10].Cl[C:29](=[O:36])[CH2:30][NH:31][C:32](=[O:35])[O:33][CH3:34], predict the reaction product. (4) Given the reactants [F:1][CH:2]([F:16])[CH2:3][O:4][C:5]1[CH:13]=[C:12]([NH2:14])[C:11]([NH2:15])=[CH:10][C:6]=1[C:7]([OH:9])=[O:8].[Cl:17][C:18]1[C:31]([N:32]=[C:33]=S)=[C:30]([Cl:35])[CH:29]=[CH:28][C:19]=1[CH2:20][NH:21][C:22](=[O:27])[C:23]([CH3:26])([CH3:25])[CH3:24].FC(F)(F)C(=N[Si](C)(C)C)O[Si](C)(C)C.CC(C)N=C=NC(C)C, predict the reaction product. The product is: [Cl:17][C:18]1[C:19]([CH2:20][NH:21][C:22](=[O:27])[C:23]([CH3:24])([CH3:25])[CH3:26])=[CH:28][CH:29]=[C:30]([Cl:35])[C:31]=1[NH:32][C:33]1[NH:14][C:12]2[CH:13]=[C:5]([O:4][CH2:3][CH:2]([F:16])[F:1])[C:6]([C:7]([OH:9])=[O:8])=[CH:10][C:11]=2[N:15]=1. (5) Given the reactants [C:1]([O:5][C:6](=[O:22])[NH:7][C:8]([CH3:21])([CH3:20])[CH2:9][C:10]1[C:18]2[C:13](=[C:14]([OH:19])[CH:15]=[CH:16][CH:17]=2)[NH:12][CH:11]=1)([CH3:4])([CH3:3])[CH3:2].[H-].[Na+].Cl[C:26]1[N:33]=[CH:32][CH:31]=[CH:30][C:27]=1[C:28]#[N:29].O, predict the reaction product. The product is: [C:1]([O:5][C:6](=[O:22])[NH:7][C:8]([CH3:21])([CH3:20])[CH2:9][C:10]1[C:18]2[C:13](=[C:14]([O:19][C:26]3[C:27]([C:28]#[N:29])=[CH:30][CH:31]=[CH:32][N:33]=3)[CH:15]=[CH:16][CH:17]=2)[NH:12][CH:11]=1)([CH3:4])([CH3:2])[CH3:3].